This data is from Forward reaction prediction with 1.9M reactions from USPTO patents (1976-2016). The task is: Predict the product of the given reaction. (1) The product is: [CH:33]1([NH:37][S:2]([C:5]2[CH:10]=[CH:9][C:8]([NH:11][C:12]([N:20]3[CH2:19][CH2:18][C:17]4[C:22](=[C:23]([N:26]5[CH2:27][CH2:28][N:29]([CH3:32])[CH2:30][CH2:31]5)[CH:24]=[CH:25][C:16]=4[O:15][CH3:14])[CH2:21]3)=[O:13])=[CH:7][CH:6]=2)(=[O:4])=[O:3])[CH2:36][CH2:35][CH2:34]1. Given the reactants Cl[S:2]([C:5]1[CH:10]=[CH:9][C:8]([N:11]=[C:12]=[O:13])=[CH:7][CH:6]=1)(=[O:4])=[O:3].[CH3:14][O:15][C:16]1[CH:25]=[CH:24][C:23]([N:26]2[CH2:31][CH2:30][N:29]([CH3:32])[CH2:28][CH2:27]2)=[C:22]2[C:17]=1[CH2:18][CH2:19][NH:20][CH2:21]2.[CH:33]1([NH2:37])[CH2:36][CH2:35][CH2:34]1, predict the reaction product. (2) Given the reactants [CH3:1][O:2][C:3]1[CH:8]=[CH:7][C:6]([CH2:9][C:10]([N:12]([CH2:19][C:20]2[CH:25]=[CH:24][C:23]([Cl:26])=[CH:22][CH:21]=2)[CH:13]2[CH2:18][CH2:17][NH:16][CH2:15][CH2:14]2)=[O:11])=[CH:5][CH:4]=1.[CH:27](Br)([CH3:29])[CH3:28].C(=O)([O-])O.[Na+].Cl, predict the reaction product. The product is: [CH3:1][O:2][C:3]1[CH:4]=[CH:5][C:6]([CH2:9][C:10]([N:12]([CH2:19][C:20]2[CH:21]=[CH:22][C:23]([Cl:26])=[CH:24][CH:25]=2)[CH:13]2[CH2:18][CH2:17][N:16]([CH:27]([CH3:29])[CH3:28])[CH2:15][CH2:14]2)=[O:11])=[CH:7][CH:8]=1. (3) The product is: [OH:1][C:2]1[CH:3]=[C:4]([CH:7]=[CH:8][C:9]=1[O:10][CH2:14][CH2:13][O:12][CH3:11])[CH:5]=[O:6]. Given the reactants [OH:1][C:2]1[CH:3]=[C:4]([CH:7]=[CH:8][C:9]=1[OH:10])[CH:5]=[O:6].[CH3:11][O:12][CH2:13][CH2:14]Br.C(=O)([O-])[O-].[Na+].[Na+], predict the reaction product. (4) Given the reactants [C:1]([O:5][C:6]([C:8]1[N:9]=[C:10]([C:13]([O-:15])=O)[S:11][CH:12]=1)=[O:7])([CH3:4])([CH3:3])[CH3:2].[Na+].[NH2:17][CH2:18][C:19]([CH3:22])([OH:21])[CH3:20].CCN(C(C)C)C(C)C.CN(C(ON1N=NC2C=CC=NC1=2)=[N+](C)C)C.F[P-](F)(F)(F)(F)F, predict the reaction product. The product is: [OH:21][C:19]([CH3:22])([CH3:20])[CH2:18][NH:17][C:13]([C:10]1[S:11][CH:12]=[C:8]([C:6]([O:5][C:1]([CH3:2])([CH3:3])[CH3:4])=[O:7])[N:9]=1)=[O:15]. (5) Given the reactants [F:1][C:2]([F:20])([F:19])[C:3]1[CH:8]=[CH:7][C:6]([C:9]2[CH:14]=[CH:13][C:12]([S:15](Cl)(=[O:17])=[O:16])=[CH:11][CH:10]=2)=[CH:5][CH:4]=1.Cl.[NH:22]1[C:26]([CH2:27][NH2:28])=[CH:25][N:24]=[N:23]1, predict the reaction product. The product is: [NH:22]1[C:26]([CH2:27][NH:28][S:15]([C:12]2[CH:13]=[CH:14][C:9]([C:6]3[CH:7]=[CH:8][C:3]([C:2]([F:20])([F:19])[F:1])=[CH:4][CH:5]=3)=[CH:10][CH:11]=2)(=[O:17])=[O:16])=[CH:25][N:24]=[N:23]1. (6) Given the reactants [Cl:1][C:2]1[CH:3]=[CH:4][C:5]([C:18]2[N:22]([CH2:23][CH:24]3[CH2:29][CH2:28][CH2:27][CH2:26][CH2:25]3)[C:21]3[CH:30]=[CH:31][CH:32]=[CH:33][C:20]=3[N:19]=2)=[C:6]([CH2:8][CH2:9][C:10]2[CH:17]=[CH:16][C:13]([C:14]#N)=[CH:12][CH:11]=2)[CH:7]=1.[OH-:34].[K+].C[OH:37], predict the reaction product. The product is: [Cl:1][C:2]1[CH:3]=[CH:4][C:5]([C:18]2[N:22]([CH2:23][CH:24]3[CH2:29][CH2:28][CH2:27][CH2:26][CH2:25]3)[C:21]3[CH:30]=[CH:31][CH:32]=[CH:33][C:20]=3[N:19]=2)=[C:6]([CH2:8][CH2:9][C:10]2[CH:17]=[CH:16][C:13]([C:14]([OH:37])=[O:34])=[CH:12][CH:11]=2)[CH:7]=1.